Dataset: Forward reaction prediction with 1.9M reactions from USPTO patents (1976-2016). Task: Predict the product of the given reaction. (1) Given the reactants [Cl-].O[NH3+:3].[C:4](=[O:7])([O-])[OH:5].[Na+].CS(C)=O.[OH:13][CH:14]([CH3:53])[C:15]([CH3:52])([CH3:51])[O:16][C:17]1[CH:22]=[CH:21][C:20]([N:23]2[C:28](=[O:29])[C:27]([CH2:30][C:31]3[CH:36]=[CH:35][C:34]([C:37]4[C:38]([C:43]#[N:44])=[CH:39][CH:40]=[CH:41][CH:42]=4)=[CH:33][CH:32]=3)=[C:26]([CH2:45][CH2:46][CH3:47])[N:25]3[N:48]=[CH:49][N:50]=[C:24]23)=[CH:19][CH:18]=1, predict the reaction product. The product is: [OH:13][CH:14]([CH3:53])[C:15]([CH3:51])([CH3:52])[O:16][C:17]1[CH:22]=[CH:21][C:20]([N:23]2[C:28](=[O:29])[C:27]([CH2:30][C:31]3[CH:36]=[CH:35][C:34]([C:37]4[CH:42]=[CH:41][CH:40]=[CH:39][C:38]=4[C:43]4[NH:3][C:4](=[O:7])[O:5][N:44]=4)=[CH:33][CH:32]=3)=[C:26]([CH2:45][CH2:46][CH3:47])[N:25]3[N:48]=[CH:49][N:50]=[C:24]23)=[CH:19][CH:18]=1. (2) Given the reactants [CH3:1][O:2][C:3](=[O:7])[CH2:4][NH:5][CH3:6].CCN(C(C)C)C(C)C.[S:17](Cl)([C:20]1[CH:26]=[CH:25][C:23]([CH3:24])=[CH:22][CH:21]=1)(=[O:19])=[O:18], predict the reaction product. The product is: [CH3:6][N:5]([CH2:4][C:3]([O:2][CH3:1])=[O:7])[S:17]([C:20]1[CH:26]=[CH:25][C:23]([CH3:24])=[CH:22][CH:21]=1)(=[O:19])=[O:18]. (3) Given the reactants [Br:1][C:2]1[CH:3]=[C:4]([C:10]2[CH2:14][C:13]([C:19]3[CH:24]=[C:23]([Cl:25])[CH:22]=[C:21]([Cl:26])[CH:20]=3)([C:15]([F:18])([F:17])[F:16])[O:12][N:11]=2)[CH:5]=[CH:6][C:7]=1[CH2:8]Br.[NH2:27][CH2:28][C:29]1[CH:34]=[CH:33][CH:32]=[CH:31][N:30]=1.C(=O)([O-])[O-].[K+].[K+], predict the reaction product. The product is: [Br:1][C:2]1[CH:3]=[C:4]([C:10]2[CH2:14][C:13]([C:19]3[CH:20]=[C:21]([Cl:26])[CH:22]=[C:23]([Cl:25])[CH:24]=3)([C:15]([F:17])([F:18])[F:16])[O:12][N:11]=2)[CH:5]=[CH:6][C:7]=1[CH2:8][NH:27][CH2:28][C:29]1[CH:34]=[CH:33][CH:32]=[CH:31][N:30]=1. (4) Given the reactants [C:1]([C:5]1[CH:36]=[CH:35][C:8]([C:9]([NH:11][C:12]2[N:13]=[C:14]3[CH:19]=[CH:18][C:17]([C:20]4[CH:21]=[N:22][N:23]([CH2:25][CH2:26][O:27]C5CCCCO5)[CH:24]=4)=[N:16][N:15]3[CH:34]=2)=[O:10])=[CH:7][CH:6]=1)([CH3:4])([CH3:3])[CH3:2].C(=O)([O-])O.[Na+], predict the reaction product. The product is: [C:1]([C:5]1[CH:36]=[CH:35][C:8]([C:9]([NH:11][C:12]2[N:13]=[C:14]3[CH:19]=[CH:18][C:17]([C:20]4[CH:21]=[N:22][N:23]([CH2:25][CH2:26][OH:27])[CH:24]=4)=[N:16][N:15]3[CH:34]=2)=[O:10])=[CH:7][CH:6]=1)([CH3:4])([CH3:2])[CH3:3]. (5) The product is: [CH2:12]([S:14]([N:17]1[CH2:18][CH2:19][N:20]([C:2]2[N:7]=[C:6]([NH2:8])[C:5]([N+:9]([O-:11])=[O:10])=[CH:4][CH:3]=2)[CH2:21][CH2:22]1)(=[O:16])=[O:15])[CH3:13]. Given the reactants Cl[C:2]1[N:7]=[C:6]([NH2:8])[C:5]([N+:9]([O-:11])=[O:10])=[CH:4][CH:3]=1.[CH2:12]([S:14]([N:17]1[CH2:22][CH2:21][NH:20][CH2:19][CH2:18]1)(=[O:16])=[O:15])[CH3:13].CCN(C(C)C)C(C)C.O, predict the reaction product. (6) Given the reactants COC1C=CC(C[NH:8][C:9]2[C:14]([C:15]([N:17]3[CH2:22][CH2:21][CH:20]([N:23]4[CH2:27][CH2:26][CH2:25][CH2:24]4)[CH2:19][CH2:18]3)=[O:16])=[C:13]([CH3:28])[CH:12]=[C:11]([C:29]3[CH:34]=[CH:33][CH:32]=[C:31]([C:35]([F:38])([F:37])[F:36])[CH:30]=3)[N:10]=2)=CC=1.FC(F)(F)C(O)=O, predict the reaction product. The product is: [NH2:8][C:9]1[C:14]([C:15]([N:17]2[CH2:22][CH2:21][CH:20]([N:23]3[CH2:27][CH2:26][CH2:25][CH2:24]3)[CH2:19][CH2:18]2)=[O:16])=[C:13]([CH3:28])[CH:12]=[C:11]([C:29]2[CH:34]=[CH:33][CH:32]=[C:31]([C:35]([F:38])([F:37])[F:36])[CH:30]=2)[N:10]=1. (7) Given the reactants [NH2:1][C@H:2]([C:10]([OH:12])=[O:11])[CH2:3][CH2:4][CH2:5][NH:6][C:7](=[NH:9])[NH2:8].[CH:13]1([C:19](Cl)=[O:20])[CH2:18][CH2:17][CH2:16][CH2:15][CH2:14]1.Cl, predict the reaction product. The product is: [CH:13]1([C:19]([NH:1][C@H:2]([C:10]([OH:12])=[O:11])[CH2:3][CH2:4][CH2:5][NH:6][C:7](=[NH:8])[NH2:9])=[O:20])[CH2:18][CH2:17][CH2:16][CH2:15][CH2:14]1.